From a dataset of Catalyst prediction with 721,799 reactions and 888 catalyst types from USPTO. Predict which catalyst facilitates the given reaction. (1) Reactant: [NH2:1][CH:2]([C:8]1([S:21][CH2:22][CH2:23][OH:24])[CH2:13][CH2:12][N:11]([CH2:14][C:15]2[CH:20]=[CH:19][CH:18]=[CH:17][CH:16]=2)[CH2:10][CH2:9]1)[C:3]([O:5][CH2:6][CH3:7])=[O:4].[CH2:25]([O:29][C:30]1[CH:35]=[CH:34][C:33]([S:36](Cl)(=[O:38])=[O:37])=[CH:32][CH:31]=1)[C:26]#[C:27][CH3:28].C(N(CC)C(C)C)(C)C. Product: [CH2:6]([O:5][C:3](=[O:4])[CH:2]([C:8]1([S:21][CH2:22][CH2:23][OH:24])[CH2:13][CH2:12][N:11]([CH2:14][C:15]2[CH:20]=[CH:19][CH:18]=[CH:17][CH:16]=2)[CH2:10][CH2:9]1)[NH:1][S:36]([C:33]1[CH:32]=[CH:31][C:30]([O:29][CH2:25][C:26]#[C:27][CH3:28])=[CH:35][CH:34]=1)(=[O:38])=[O:37])[CH3:7]. The catalyst class is: 4. (2) Reactant: Cl[C:2]1[N:7]=[C:6]([C:8]([F:11])([F:10])[F:9])[C:5]([C:12]([O:14][CH2:15][CH3:16])=[O:13])=[CH:4][N:3]=1.[Cl:17][C:18]1[CH:19]=[C:20]([C:26]2([C:31]([F:34])([F:33])[F:32])[CH2:30][CH2:29][NH:28][CH2:27]2)[CH:21]=[C:22]([Cl:25])[C:23]=1[Cl:24].C(=O)([O-])[O-].[K+].[K+]. Product: [Cl:17][C:18]1[CH:19]=[C:20]([C:26]2([C:31]([F:34])([F:33])[F:32])[CH2:30][CH2:29][N:28]([C:2]3[N:7]=[C:6]([C:8]([F:11])([F:10])[F:9])[C:5]([C:12]([O:14][CH2:15][CH3:16])=[O:13])=[CH:4][N:3]=3)[CH2:27]2)[CH:21]=[C:22]([Cl:25])[C:23]=1[Cl:24]. The catalyst class is: 9. (3) Reactant: [H-].[H-].[H-].[H-].[Li+].[Al+3].[F:7][CH:8]([F:19])[C:9]1[CH:18]=[CH:17][C:12]([C:13](OC)=[O:14])=[CH:11][CH:10]=1. Product: [F:7][CH:8]([F:19])[C:9]1[CH:10]=[CH:11][C:12]([CH2:13][OH:14])=[CH:17][CH:18]=1. The catalyst class is: 1.